From a dataset of Experimentally validated miRNA-target interactions with 360,000+ pairs, plus equal number of negative samples. Binary Classification. Given a miRNA mature sequence and a target amino acid sequence, predict their likelihood of interaction. (1) The miRNA is hsa-miR-548c-3p with sequence CAAAAAUCUCAAUUACUUUUGC. The protein sequence of the target gene is MTDSDDTTCKRYIKMITNIVILSLIICISLAFWIMSMTASTYYGNFRPVSPWRWLFSVVVPVVIACNGFKKKSLDHSGALGGLVVGFILTIANFSFFTSLMTFFLSSSKLTKWRGNIKKQLDSEYKEGGQRNWVQVFCNGAVPTELALLYMIENGPGEMPIDFSKQHTASWMCLSLLAALASSAGDTWASEVAPVLSKSSPRLITTWEKVPVGTNGGVTAVGLASSLLGGTFVGLAYFLTQLVFVNDLDISAPQWPIIAFGGVAGLFGSLVDSFLGATMQFSGLDERTGLVVSSPTQETK.... Result: 0 (no interaction). (2) The miRNA is hsa-miR-5704 with sequence UUAGGCCAUCAUCCCAUUAUGC. The protein sequence of the target gene is MMEIQMDEGGGVVVYQDDYCSGSVMSERVSGLAGSIYREFERLIHCYDEEVVKELMPLVVNVLENLDSVLSENQEHEVELELLREDNEQLLTQYEREKALRRQAEEKFIEFEDALEQEKKELQIQVEHYEFQTRQLELKAKNYADQISRLEERESEMKKEYNALHQRHTEMIQTYVEHIERSKMQQVGGNSQTESSLPGRRKERPTSLNVFPLADGTVRAQIGGKLVPAGDHWHLSDLGQLQSSSSYQCPQDEMSESGQSSAAATPSTTGTKSNTPTSSVPSAAVTPLNESLQPLGDYGV.... Result: 1 (interaction). (3) The miRNA is hsa-miR-519e-3p with sequence AAGUGCCUCCUUUUAGAGUGUU. The protein sequence of the target gene is MVSKLTSLQQELLSALLSSGVTKEVLVQALEELLPSPNFGVKLETLPLSPGSGAEPDTKPVFHTLTNGHAKGRLSGDEGSEDGDDYDTPPILKELQALNTEEAAEQRAEVDRMLSEDPWRAAKMIKGYMQQHNIPQREVVDVTGLNQSHLSQHLNKGTPMKTQKRAALYTWYVRKQREILRQFNQTVQSSGNMTDKSSQDQLLFLFPEFSQQSHGPGQSDDACSEPTNKKMRRNRFKWGPASQQILYQAYDRQKNPSKEEREALVEECNRAECLQRGVSPSKAHGLGSNLVTEVRVYNWF.... Result: 0 (no interaction). (4) The miRNA is hsa-miR-6797-5p with sequence AGGAGGGAAGGGGCUGAGAACAGGA. The protein sequence of the target gene is MPPPRTREGRDRRDHHRAPSEEEALEKWDWNCPETRRLLEDAFFREEDYIRQGSEECQKFWTFFERLQRFQNLKTSRKEEKDPGQPKHSIPALADLPRTYDPRYRINLSVLGPATRGSQGLGRHLPAERVAEFRRALLHYLDFGQKQAFGRLAKLQRERAALPIAQYGNRILQTLKEHQVVVVAGDTGCGKSTQVPQYLLAAGFSHVACTQPRRIACISLAKRVGFESLSQYGSQVGYQIRFESTRSAATKIVFLTVGLLLRQIQREPSLPQYEVLIVDEVHERHLHNDFLLGVLQRLLP.... Result: 0 (no interaction). (5) The miRNA is mmu-miR-337-5p with sequence CGGCGUCAUGCAGGAGUUGAUU. The protein sequence of the target gene is MTVTKMSWRPQYRSSKFRNVYGKVANREHCFDGIPITKNVHDNHFCAVNTRFLAIVTESAGGGSFLVIPLEQTGRIEPNYPKVCGHQGNVLDIKWNPFIDNIIASCSEDTSVRIWEIPEGGLKRNMTEALLELHGHSRRVGLVEWHPTTNNILFSAGYDYKVLIWNLDVGEPVKMIDCHTDVILCMSFNTDGSLLTTTCKDKKLRVIEPRSGRVLQEANCKNHRVNRVVFLGNMKRLLTTGVSRWNTRQIALWDQEDLSMPLIEEEIDGLSGLLFPFYDADTHMLYLAGKGDGNIRYYEI.... Result: 0 (no interaction). (6) The miRNA is hsa-miR-450a-2-3p with sequence AUUGGGGACAUUUUGCAUUCAU. The protein sequence of the target gene is MLAMDTCKHVGQLQLAQDHSSLNPQKWHCVDCNTTESIWACLSCSHVACGRYIEEHALKHFQESSHPVALEVNEMYVFCYLCDDYVLNDNTTGDLKLLRRTLSAIKSQNYHCTTRSGRFLRSMGTGDDSYFLHDGAQSLLQSEDQLYTALWHRRRILMGKIFRTWFEQSPIGRKKQEEPFQEKIVVKREVKKRRQELEYQVKAELESMPPRKSLRLQGLAQSTIIEIVSVQVPAQTPASPAKDKVLSTSENEISQKVSDSSVKRRPIVTPGVTGLRNLGNTCYMNSVLQVLSHLLIFRQC.... Result: 1 (interaction).